Task: Predict the reactants needed to synthesize the given product.. Dataset: Full USPTO retrosynthesis dataset with 1.9M reactions from patents (1976-2016) Given the product [CH3:1][N:2]1[C:10]([CH3:11])=[C:9]2[C:4]([CH:5]=[C:6]([NH2:12])[CH:7]=[CH:8]2)=[N:3]1, predict the reactants needed to synthesize it. The reactants are: [CH3:1][N:2]1[C:10]([CH3:11])=[C:9]2[C:4]([CH:5]=[C:6]([N+:12]([O-])=O)[CH:7]=[CH:8]2)=[N:3]1.